Dataset: Forward reaction prediction with 1.9M reactions from USPTO patents (1976-2016). Task: Predict the product of the given reaction. (1) Given the reactants [Cl:1][C:2]1[CH:3]=[C:4]([C@H:8]([OH:11])[CH2:9][OH:10])[CH:5]=[CH:6][CH:7]=1.C(N(CC)CC)C.[S:19](Cl)([C:22]1[CH:28]=[CH:27][C:25]([CH3:26])=[CH:24][CH:23]=1)(=[O:21])=[O:20], predict the reaction product. The product is: [Cl:1][C:2]1[CH:3]=[C:4]([C@H:8]([OH:11])[CH2:9][O:10][S:19]([C:22]2[CH:28]=[CH:27][C:25]([CH3:26])=[CH:24][CH:23]=2)(=[O:21])=[O:20])[CH:5]=[CH:6][CH:7]=1. (2) Given the reactants [CH2:1]([O:3][C:4]([C:6]1([C:9]2[CH:14]=[CH:13][C:12]([C:15]3[CH:20]=[CH:19][C:18]([C:21]4[O:25][N:24]=[C:23]([CH3:26])[C:22]=4[NH:27][C:28]4[CH:33]=[CH:32][CH:31]=[C:30](Br)[N:29]=4)=[CH:17][CH:16]=3)=[CH:11][CH:10]=2)[CH2:8][CH2:7]1)=[O:5])[CH3:2].[CH3:35][NH:36][C:37]1[CH:42]=[CH:41][CH:40]=[CH:39][CH:38]=1, predict the reaction product. The product is: [CH2:1]([O:3][C:4]([C:6]1([C:9]2[CH:14]=[CH:13][C:12]([C:15]3[CH:20]=[CH:19][C:18]([C:21]4[O:25][N:24]=[C:23]([CH3:26])[C:22]=4[NH:27][C:28]4[CH:33]=[CH:32][CH:31]=[C:30]([N:36]([CH3:35])[C:37]5[CH:42]=[CH:41][CH:40]=[CH:39][CH:38]=5)[N:29]=4)=[CH:17][CH:16]=3)=[CH:11][CH:10]=2)[CH2:8][CH2:7]1)=[O:5])[CH3:2]. (3) Given the reactants [CH3:1][O:2][C:3]1[CH:8]=[C:7](B(O)O)[C:6]([O:12][CH3:13])=[CH:5][N:4]=1.[F:14][CH:15]([O:17][C:18]1[CH:23]=[CH:22][C:21]([Cl:24])=[CH:20][C:19]=1Br)[F:16], predict the reaction product. The product is: [Cl:24][C:21]1[CH:22]=[CH:23][C:18]([O:17][CH:15]([F:14])[F:16])=[C:19]([C:7]2[C:6]([O:12][CH3:13])=[CH:5][N:4]=[C:3]([O:2][CH3:1])[CH:8]=2)[CH:20]=1. (4) Given the reactants [Cl:1][C:2]1[CH:3]=[C:4]2[C:8](=[CH:9][CH:10]=1)[NH:7][C:6]([C:11]([NH:13][C@@H:14]([C@H:21]([NH:24][C:25]([C:27]1[S:28][C:29]3[CH2:30][N:31]([CH3:36])[CH2:32][CH2:33][C:34]=3[N:35]=1)=[O:26])CO)[CH2:15][C:16]([O:18][CH2:19]C)=[O:17])=[O:12])=[CH:5]2, predict the reaction product. The product is: [ClH:1].[Cl:1][C:2]1[CH:3]=[C:4]2[C:8](=[CH:9][CH:10]=1)[NH:7][C:6]([C:11]([NH:13][C@@H:14]1[CH2:15][C:16](=[O:17])[O:18][CH2:19][C@H:21]1[NH:24][C:25]([C:27]1[S:28][C:29]3[CH2:30][N:31]([CH3:36])[CH2:32][CH2:33][C:34]=3[N:35]=1)=[O:26])=[O:12])=[CH:5]2.